From a dataset of Reaction yield outcomes from USPTO patents with 853,638 reactions. Predict the reaction yield, written as a fraction of the theoretical maximum amount of product (1.0 means a 100% yield; for example, 0.34 means a 34% yield). (1) The reactants are [C:1]([O:5][C:6]([NH:8][C:9]1[CH:14]=[CH:13][C:12]([S:15][C:16]2[CH:24]=[CH:23][C:19]([C:20]([OH:22])=O)=[CH:18][C:17]=2[NH:25][C:26]2[C:27]3[CH:35]=[CH:34][C:33]([CH:36]([CH3:38])[CH3:37])=[N:32][C:28]=3[N:29]=[CH:30][N:31]=2)=[CH:11][CH:10]=1)=[O:7])([CH3:4])([CH3:3])[CH3:2].CN(C(ON1N=NC2C=CC=NC1=2)=[N+](C)C)C.F[P-](F)(F)(F)(F)F.C(N(C(C)C)CC)(C)C.[NH2:72][C:73]1[CH:78]=[CH:77][C:76]([C:79]2[N:80]=[C:81]([C@@H:84]3[CH2:88][CH2:87][CH2:86][N:85]3[C:89](=[O:97])[CH2:90][C:91]3[CH:96]=[CH:95][CH:94]=[CH:93][CH:92]=3)[NH:82][CH:83]=2)=[CH:75][CH:74]=1. The catalyst is CS(C)=O.O. The product is [CH:36]([C:33]1[CH:34]=[CH:35][C:27]2[C:26]([NH:25][C:17]3[CH:18]=[C:19]([C:20](=[O:22])[NH:72][C:73]4[CH:78]=[CH:77][C:76]([C:79]5[N:80]=[C:81]([C@@H:84]6[CH2:88][CH2:87][CH2:86][N:85]6[C:89](=[O:97])[CH2:90][C:91]6[CH:96]=[CH:95][CH:94]=[CH:93][CH:92]=6)[NH:82][CH:83]=5)=[CH:75][CH:74]=4)[CH:23]=[CH:24][C:16]=3[S:15][C:12]3[CH:11]=[CH:10][C:9]([NH:8][C:6](=[O:7])[O:5][C:1]([CH3:3])([CH3:4])[CH3:2])=[CH:14][CH:13]=3)=[N:31][CH:30]=[N:29][C:28]=2[N:32]=1)([CH3:37])[CH3:38]. The yield is 0.360. (2) The reactants are [O:1]=[C:2]1[CH2:8][CH:7]2[N:9]([C:10]3[C:19]4[C:14](=[CH:15][CH:16]=[CH:17][CH:18]=4)[C:13]([C:20]#[N:21])=[CH:12][CH:11]=3)[CH:4]([CH2:5][CH2:6]2)[CH2:3]1.[CH3:22][Si]([N-][Si](C)(C)C)(C)C.[Li+].IC. The catalyst is C1COCC1. The product is [CH3:22][CH:8]1[C:2](=[O:1])[CH2:3][CH:4]2[N:9]([C:10]3[C:19]4[C:14](=[CH:15][CH:16]=[CH:17][CH:18]=4)[C:13]([C:20]#[N:21])=[CH:12][CH:11]=3)[CH:7]1[CH2:6][CH2:5]2. The yield is 0.200. (3) The reactants are Cl[C:2]1[C:7]([C:8]([N:10]2[C:19]3[C:14](=[CH:15][CH:16]=[CH:17][CH:18]=3)[CH2:13][CH2:12][CH2:11]2)=[O:9])=[CH:6][CH:5]=[CH:4][N:3]=1.[F:20][C:21]1[CH:26]=[CH:25][C:24]([C:27]([F:30])([F:29])[F:28])=[CH:23][C:22]=1[OH:31].C(=O)([O-])[O-].[Cs+].[Cs+]. The catalyst is C1(C)C=CC=CC=1.CC#N.CC#N.CC#N.CC#N.F[P-](F)(F)(F)(F)F.[Cu+]. The product is [N:10]1([C:8]([C:7]2[C:2]([O:31][C:22]3[CH:23]=[C:24]([C:27]([F:28])([F:29])[F:30])[CH:25]=[CH:26][C:21]=3[F:20])=[N:3][CH:4]=[CH:5][CH:6]=2)=[O:9])[C:19]2[C:14](=[CH:15][CH:16]=[CH:17][CH:18]=2)[CH2:13][CH2:12][CH2:11]1. The yield is 0.670. (4) The reactants are [Cl:1][C:2]1[N:7]=[C:6]([N:8]2[CH:13]3[CH2:14][CH2:15][CH:9]2[CH2:10][O:11][CH2:12]3)[CH:5]=[C:4]([CH2:16]Cl)[N:3]=1.C(=O)([O-])[O-].[K+].[K+].[CH3:24][NH:25][CH3:26]. The catalyst is CN(C=O)C. The product is [CH:13]12[N:8]([C:6]3[N:7]=[C:2]([Cl:1])[N:3]=[C:4]([CH2:16][N:25]([CH3:26])[CH3:24])[CH:5]=3)[CH:9]([CH2:15][CH2:14]1)[CH2:10][O:11][CH2:12]2. The yield is 0.850. (5) The reactants are [Cl-].O[NH3+:3].[C:4](=[O:7])([O-])[OH:5].[Na+].CS(C)=O.[C:13]([C:15]1[CH:20]=[CH:19][CH:18]=[CH:17][C:16]=1[C:21]1[CH:26]=[CH:25][C:24]([CH2:27][C:28]2[C:33](=[O:34])[N:32]([C:35]3[CH:48]=[CH:47][C:38]([O:39][C:40]([CH3:46])([CH3:45])[C:41]([O:43][CH3:44])=[O:42])=[CH:37][CH:36]=3)[C:31]([CH3:49])=[N:30][C:29]=2[CH2:50][CH2:51][CH3:52])=[CH:23][CH:22]=1)#[N:14]. The catalyst is O.C(OCC)(=O)C. The product is [CH3:46][C:40]([O:39][C:38]1[CH:37]=[CH:36][C:35]([N:32]2[C:33](=[O:34])[C:28]([CH2:27][C:24]3[CH:23]=[CH:22][C:21]([C:16]4[CH:17]=[CH:18][CH:19]=[CH:20][C:15]=4[C:13]4[NH:3][C:4](=[O:7])[O:5][N:14]=4)=[CH:26][CH:25]=3)=[C:29]([CH2:50][CH2:51][CH3:52])[N:30]=[C:31]2[CH3:49])=[CH:48][CH:47]=1)([CH3:45])[C:41]([O:43][CH3:44])=[O:42]. The yield is 0.410. (6) The reactants are [O:1]1[C:5]2[CH:6]=[CH:7][C:8]([C:10]3[N:11]=[C:12]([C:21]4[CH:26]=[CH:25][C:24]([OH:27])=[CH:23][CH:22]=4)[NH:13][C:14]=3[C:15]3[CH:20]=[CH:19][CH:18]=[CH:17][N:16]=3)=[CH:9][C:4]=2[O:3][CH2:2]1.[H-].[Na+].Br[CH2:31][C:32]#[N:33].[Cl-].[NH4+]. The catalyst is O1CCCC1. The product is [O:1]1[C:5]2[CH:6]=[CH:7][C:8]([C:10]3[N:11]=[C:12]([C:21]4[CH:22]=[CH:23][C:24]([O:27][CH2:31][C:32]#[N:33])=[CH:25][CH:26]=4)[NH:13][C:14]=3[C:15]3[CH:20]=[CH:19][CH:18]=[CH:17][N:16]=3)=[CH:9][C:4]=2[O:3][CH2:2]1. The yield is 0.300. (7) The reactants are [NH2:1][C:2]1[C:3]([CH3:8])=[CH:4][CH:5]=[CH:6][CH:7]=1.N1C=CC=CC=1.[CH3:15][S:16](Cl)(=[O:18])=[O:17].[Cl-].[Al+3].[Cl-].[Cl-].[C:24](Cl)(=[O:26])[CH3:25].Cl. The catalyst is ClCCl.C1(C)C=CC=CC=1. The product is [C:24]([C:5]1[CH:6]=[CH:7][C:2]([NH:1][S:16]([CH3:15])(=[O:18])=[O:17])=[C:3]([CH3:8])[CH:4]=1)(=[O:26])[CH3:25]. The yield is 0.890. (8) The reactants are [Cl-].O[NH3+:3].[C:4](=[O:7])([O-])[OH:5].[Na+].CS(C)=O.[CH2:13]([C:15]1[N:16]=[C:17]([CH2:48][CH2:49][CH3:50])[N:18]([CH2:33][C:34]2[CH:39]=[CH:38][C:37]([C:40]3[C:41]([C:46]#[N:47])=[CH:42][CH:43]=[CH:44][CH:45]=3)=[CH:36][CH:35]=2)[C:19](=[O:32])[C:20]=1[C:21]1[CH:26]=[CH:25][C:24]([O:27][CH:28]([CH3:30])[CH3:29])=[C:23]([F:31])[CH:22]=1)[CH3:14]. The catalyst is O. The product is [CH2:13]([C:15]1[N:16]=[C:17]([CH2:48][CH2:49][CH3:50])[N:18]([CH2:33][C:34]2[CH:35]=[CH:36][C:37]([C:40]3[CH:45]=[CH:44][CH:43]=[CH:42][C:41]=3[C:46]3[NH:3][C:4](=[O:7])[O:5][N:47]=3)=[CH:38][CH:39]=2)[C:19](=[O:32])[C:20]=1[C:21]1[CH:26]=[CH:25][C:24]([O:27][CH:28]([CH3:29])[CH3:30])=[C:23]([F:31])[CH:22]=1)[CH3:14]. The yield is 0.790. (9) The reactants are [Cl:1][C:2]1[CH:7]=[C:6]([Cl:8])[CH:5]=[CH:4][C:3]=1[NH:9][NH2:10].[C:11]([O:16][CH2:17][CH3:18])(=[O:15])[C:12]([CH3:14])=O.C(O)(=O)C. The catalyst is C(O)C. The product is [Cl:1][C:2]1[CH:7]=[C:6]([Cl:8])[CH:5]=[CH:4][C:3]=1[NH:9][N:10]=[C:12]([CH3:14])[C:11]([O:16][CH2:17][CH3:18])=[O:15]. The yield is 0.830. (10) The reactants are [F:1][C:2]([F:15])([F:14])[O:3][C:4]1[CH:13]=[CH:12][C:7]2[N:8]=[C:9]([NH2:11])[S:10][C:6]=2[CH:5]=1.[CH3:16][O:17][C:18]1[CH:19]=[C:20]([CH:24]=[CH:25][CH:26]=1)[C:21](Cl)=[O:22].Br[CH:28]([CH2:33][CH3:34])[C:29]([O:31]C)=[O:30].COC1C=CC2N=C(N)SC=2C=1.ClC1C=C(C=CC=1)C(Cl)=O.BrCC(OCC)=O. No catalyst specified. The product is [CH3:16][O:17][C:18]1[CH:19]=[C:20]([CH:24]=[CH:25][CH:26]=1)[C:21]([N:11]=[C:9]1[N:8]([CH:28]([CH2:33][CH3:34])[C:29]([OH:31])=[O:30])[C:7]2[CH:12]=[CH:13][C:4]([O:3][C:2]([F:1])([F:14])[F:15])=[CH:5][C:6]=2[S:10]1)=[O:22]. The yield is 0.130.